Dataset: Peptide-MHC class I binding affinity with 185,985 pairs from IEDB/IMGT. Task: Regression. Given a peptide amino acid sequence and an MHC pseudo amino acid sequence, predict their binding affinity value. This is MHC class I binding data. (1) The peptide sequence is YLPKQPEGV. The MHC is HLA-A02:01 with pseudo-sequence HLA-A02:01. The binding affinity (normalized) is 0.987. (2) The peptide sequence is YLDMVLAFL. The MHC is HLA-A02:16 with pseudo-sequence HLA-A02:16. The binding affinity (normalized) is 1.00. (3) The MHC is HLA-B58:01 with pseudo-sequence HLA-B58:01. The binding affinity (normalized) is 1.00. The peptide sequence is TTIGEWAFW. (4) The peptide sequence is ATFEVFLAK. The MHC is HLA-A11:01 with pseudo-sequence HLA-A11:01. The binding affinity (normalized) is 0.720. (5) The peptide sequence is LEYEGGAAL. The MHC is HLA-A02:01 with pseudo-sequence HLA-A02:01. The binding affinity (normalized) is 0.0542. (6) The peptide sequence is FVNYNFTLV. The MHC is HLA-A32:01 with pseudo-sequence HLA-A32:01. The binding affinity (normalized) is 0.157.